From a dataset of Reaction yield outcomes from USPTO patents with 853,638 reactions. Predict the reaction yield, written as a fraction of the theoretical maximum amount of product (1.0 means a 100% yield; for example, 0.34 means a 34% yield). (1) The reactants are [CH3:1][O:2][C:3]1[CH:8]=[C:7]([C:9]([N:11]2[CH2:14][CH:13]([O:15][CH3:16])[CH2:12]2)=[O:10])[CH:6]=[CH:5][C:4]=1[NH:17][C:18]1[N:19]=[CH:20][C:21]2[C:26]([CH:27]=1)=[C:25]([C:28]1[CH:29]=[N:30][N:31]([CH:33]3[CH2:38][CH2:37][N:36](C(OC(C)(C)C)=O)[CH2:35][CH2:34]3)[CH:32]=1)[CH:24]=[CH:23][CH:22]=2.C(O)(C(F)(F)F)=O. The product is [CH3:1][O:2][C:3]1[CH:8]=[C:7]([C:9]([N:11]2[CH2:12][CH:13]([O:15][CH3:16])[CH2:14]2)=[O:10])[CH:6]=[CH:5][C:4]=1[NH:17][C:18]1[N:19]=[CH:20][C:21]2[C:26]([CH:27]=1)=[C:25]([C:28]1[CH:29]=[N:30][N:31]([CH:33]3[CH2:34][CH2:35][NH:36][CH2:37][CH2:38]3)[CH:32]=1)[CH:24]=[CH:23][CH:22]=2. The yield is 0.980. The catalyst is C(Cl)Cl. (2) The reactants are Br[CH2:2][C:3]1[C:8]([Cl:9])=[C:7]([Cl:10])[CH:6]=[CH:5][C:4]=1[Cl:11].[SH:12][C:13]1[N:18]=[C:17]([OH:19])[CH:16]=[CH:15][N:14]=1. No catalyst specified. The product is [Cl:9][C:8]1[C:7]([Cl:10])=[CH:6][CH:5]=[C:4]([Cl:11])[C:3]=1[CH2:2][S:12][C:13]1[N:18]=[C:17]([OH:19])[CH:16]=[CH:15][N:14]=1. The yield is 0.890. (3) The reactants are [C:1]([O:5][C:6]([N:8]1[CH2:12][CH2:11][CH2:10][CH:9]1[CH:13]=[CH:14][C:15](OCC)=[O:16])=[O:7])([CH3:4])([CH3:3])[CH3:2].C(Cl)Cl.B(F)(F)F.CCOCC.CC(C[AlH]CC(C)C)C. The catalyst is CCOC(C)=O. The product is [C:1]([O:5][C:6]([N:8]1[CH2:12][CH2:11][CH2:10][CH:9]1[CH:13]=[CH:14][CH2:15][OH:16])=[O:7])([CH3:4])([CH3:3])[CH3:2]. The yield is 0.790. (4) The reactants are C(O)(C(F)(F)F)=O.[S:8]1[CH:12]=[CH:11][C:10]([CH:13]2[CH:22]3[CH2:23][CH2:24][N:25]([C:26]([O-:28])=O)[CH:21]3[C:20]3[CH:19]=[CH:18][CH:17]=[CH:16][C:15]=3[NH:14]2)=[CH:9]1.[OH-].[Na+].[C:31]([NH:39][C:40]1[CH:48]=[CH:47][CH:46]=[CH:45][C:41]=1C(O)=O)(=[O:38])[C:32]1[CH:37]=[CH:36][CH:35]=[CH:34][CH:33]=1.C(N(CC)CC)C.CCOC(OC(OCC)=O)=O. The catalyst is O. The product is [S:8]1[CH:12]=[CH:11][C:10]([C@H:13]2[C@H:22]3[CH2:23][CH2:24][N:25]([C:26]([C:41]4[CH:45]=[CH:46][CH:47]=[CH:48][C:40]=4[NH:39][C:31](=[O:38])[C:32]4[CH:33]=[CH:34][CH:35]=[CH:36][CH:37]=4)=[O:28])[C@H:21]3[C:20]3[CH:19]=[CH:18][CH:17]=[CH:16][C:15]=3[NH:14]2)=[CH:9]1. The yield is 0.430.